This data is from Catalyst prediction with 721,799 reactions and 888 catalyst types from USPTO. The task is: Predict which catalyst facilitates the given reaction. Reactant: [CH3:1][C:2]1[O:6][C:5]([C:7]([OH:9])=O)=[CH:4][C:3]=1[C:10]1[N:14]([CH3:15])[N:13]=[CH:12][CH:11]=1.[NH2:16][C@@H:17]([CH2:30][C:31]1[CH:36]=[CH:35][C:34]([F:37])=[CH:33][C:32]=1F)[CH2:18][N:19]1[C:27](=[O:28])[C:26]2[C:21](=[CH:22][CH:23]=[CH:24][CH:25]=2)[C:20]1=[O:29].C(N(CC)C(C)C)(C)C.[F:48][P-](F)(F)(F)(F)F.Br[P+](N1CCCC1)(N1CCCC1)N1CCCC1. Product: [F:48][C:33]1[CH:32]=[C:31]([CH2:30][C@H:17]([NH:16][C:7]([C:5]2[O:6][C:2]([CH3:1])=[C:3]([C:10]3[N:14]([CH3:15])[N:13]=[CH:12][CH:11]=3)[CH:4]=2)=[O:9])[CH2:18][N:19]2[C:27](=[O:28])[C:26]3[C:21](=[CH:22][CH:23]=[CH:24][CH:25]=3)[C:20]2=[O:29])[CH:36]=[CH:35][C:34]=1[F:37]. The catalyst class is: 2.